Dataset: Full USPTO retrosynthesis dataset with 1.9M reactions from patents (1976-2016). Task: Predict the reactants needed to synthesize the given product. (1) Given the product [F:19][C:16]([F:17])([F:18])[C:13]1[CH:14]=[CH:15][N:11]([C:8]2[CH:9]=[CH:10][C:5]([C:3]([OH:4])=[O:2])=[N:6][CH:7]=2)[N:12]=1, predict the reactants needed to synthesize it. The reactants are: C[O:2][C:3]([C:5]1[CH:10]=[CH:9][C:8]([N:11]2[CH:15]=[CH:14][C:13]([C:16]([F:19])([F:18])[F:17])=[N:12]2)=[CH:7][N:6]=1)=[O:4].[Li+].[OH-]. (2) Given the product [C:27]([O:26][C:24]([NH:7][C@@H:6]([C:8]([OH:10])=[O:9])[CH2:5][C:4]1[C:11]2[C:16](=[CH:15][CH:14]=[CH:13][CH:12]=2)[N:2]([CH3:1])[CH:3]=1)=[O:25])([CH3:30])([CH3:29])[CH3:28], predict the reactants needed to synthesize it. The reactants are: [CH3:1][N:2]1[C:16]2[C:11](=[CH:12][CH:13]=[CH:14][CH:15]=2)[C:4]([CH2:5][C@H:6]([C:8]([OH:10])=[O:9])[NH2:7])=[CH:3]1.C(N(CC)CC)C.[C:24](O[C:24]([O:26][C:27]([CH3:30])([CH3:29])[CH3:28])=[O:25])([O:26][C:27]([CH3:30])([CH3:29])[CH3:28])=[O:25]. (3) Given the product [Br:27][C:23]1[CH:22]=[C:21]([CH:26]=[CH:25][CH:24]=1)[CH2:20][O:19][C:17]1[CH:16]=[CH:15][C:14]([S:28][C:29]2[CH:34]=[CH:33][C:32]([OH:35])=[CH:31][CH:30]=2)=[C:13]([NH:12][C:2]2[C:11]3[C:6](=[N:7][CH:8]=[CH:9][CH:10]=3)[N:5]=[CH:4][CH:3]=2)[CH:18]=1, predict the reactants needed to synthesize it. The reactants are: Cl[C:2]1[C:11]2[C:6](=[N:7][CH:8]=[CH:9][CH:10]=2)[N:5]=[CH:4][CH:3]=1.[NH2:12][C:13]1[CH:18]=[C:17]([O:19][CH2:20][C:21]2[CH:26]=[CH:25][CH:24]=[C:23]([Br:27])[CH:22]=2)[CH:16]=[CH:15][C:14]=1[S:28][C:29]1[CH:34]=[CH:33][C:32]([OH:35])=[CH:31][CH:30]=1. (4) Given the product [Cl:19][C:2]1[CH:7]=[CH:6][N:5]=[C:4]([NH:8][C:9]2[CH:16]=[CH:15][C:12]([C:13]#[N:14])=[CH:11][CH:10]=2)[N:3]=1, predict the reactants needed to synthesize it. The reactants are: O=[C:2]1[CH:7]=[CH:6][NH:5][C:4]([NH:8][C:9]2[CH:16]=[CH:15][C:12]([C:13]#[N:14])=[CH:11][CH:10]=2)=[N:3]1.O=P(Cl)(Cl)[Cl:19]. (5) Given the product [C:14]([OH:16])(=[O:15])[C:13]1[CH:17]=[CH:18][CH:19]=[CH:20][CH:12]=1, predict the reactants needed to synthesize it. The reactants are: CO.C(N[C:12]1[CH:20]=[C:19](/C=C/C2C=CC=C(OC)C=2)[CH:18]=[CH:17][C:13]=1[C:14]([OH:16])=[O:15])(=O)C1C=CC=CC=1. (6) Given the product [N:1]1[CH:2]=[CH:3][N:4]2[CH:9]=[CH:8][C:7]([NH:10][C:27]([N:22]3[CH2:23][CH2:25][CH2:26][CH:40]([CH2:39][C:38]4[CH:46]=[CH:47][CH:48]=[C:36]([O:35][C:34]5[CH:33]=[CH:32][C:31]([F:30])=[CH:50][CH:49]=5)[CH:37]=4)[CH2:41]3)=[O:28])=[CH:6][C:5]=12, predict the reactants needed to synthesize it. The reactants are: [N:1]1[CH:2]=[CH:3][N:4]2[CH:9]=[CH:8][C:7]([NH2:10])=[CH:6][C:5]=12.[CH2:25]1[C:23](=O)[N:22](OC(O[N:22]2[C:27](=[O:28])[CH2:26][CH2:25][C:23]2=O)=O)[C:27](=[O:28])[CH2:26]1.Cl.[F:30][C:31]1[CH:50]=[CH:49][C:34]([O:35][C:36]2[CH:37]=[C:38]([CH:46]=[CH:47][CH:48]=2)[CH2:39][CH:40]2CCCN[CH2:41]2)=[CH:33][CH:32]=1.C(N(C(C)C)CC)(C)C. (7) Given the product [F:26][C:20]1[C:21]([F:25])=[CH:22][CH:23]=[CH:24][C:19]=1[CH2:18][S:17][C:4]1[N:3]=[C:2]([NH:34][S:31]([N:27]2[CH2:30][CH2:29][CH2:28]2)(=[O:33])=[O:32])[CH:7]=[C:6]([CH2:8][CH:9]2[CH2:14][O:13][C:12]([CH3:16])([CH3:15])[O:11][CH2:10]2)[N:5]=1, predict the reactants needed to synthesize it. The reactants are: Cl[C:2]1[CH:7]=[C:6]([CH2:8][CH:9]2[CH2:14][O:13][C:12]([CH3:16])([CH3:15])[O:11][CH2:10]2)[N:5]=[C:4]([S:17][CH2:18][C:19]2[CH:24]=[CH:23][CH:22]=[C:21]([F:25])[C:20]=2[F:26])[N:3]=1.[N:27]1([S:31]([NH2:34])(=[O:33])=[O:32])[CH2:30][CH2:29][CH2:28]1.CC(C1C=C(C(C)C)C(C2C=CC=CC=2P(C2CCCCC2)C2CCCCC2)=C(C(C)C)C=1)C.C(=O)([O-])[O-].[Cs+].[Cs+].